This data is from Full USPTO retrosynthesis dataset with 1.9M reactions from patents (1976-2016). The task is: Predict the reactants needed to synthesize the given product. (1) The reactants are: Br[CH2:2][C:3]1[CH:7]=[C:6]([C:8]([O:10]CC)=[O:9])[N:5]([C:13]2[CH:18]=[CH:17][C:16]([O:19][CH3:20])=[CH:15][CH:14]=2)[N:4]=1.[CH3:21][O-:22].[Na+]. Given the product [CH3:20][O:19][C:16]1[CH:15]=[CH:14][C:13]([N:5]2[C:6]([C:8]([OH:10])=[O:9])=[CH:7][C:3]([CH2:2][O:22][CH3:21])=[N:4]2)=[CH:18][CH:17]=1, predict the reactants needed to synthesize it. (2) The reactants are: [S:1]1[C:5]([CH2:6][N:7]2[CH2:12][CH2:11][N:10]([C:13](OC(C)(C)C)=O)[CH2:9][CH2:8]2)=[CH:4][N:3]=[CH:2]1.C(O)(C(F)(F)F)=O.[Br:27][C:28]1C(Cl)=[C:30]([N+:35]([O-:37])=[O:36])[C:31]([NH2:34])=[N:32][CH:33]=1. Given the product [Br:27][C:28]1[C:13]([N:10]2[CH2:9][CH2:8][N:7]([CH2:6][C:5]3[S:1][CH:2]=[N:3][CH:4]=3)[CH2:12][CH2:11]2)=[C:30]([N+:35]([O-:37])=[O:36])[C:31]([NH2:34])=[N:32][CH:33]=1, predict the reactants needed to synthesize it. (3) Given the product [N:1]1[C:10]2[C:5](=[CH:6][CH:7]=[CH:8][CH:9]=2)[CH:4]=[C:3]([C:27]#[C:26][CH2:25][CH2:24][CH2:23][CH2:22][OH:28])[CH:2]=1, predict the reactants needed to synthesize it. The reactants are: [N:1]1[C:10]2[C:5](=[CH:6][CH:7]=[CH:8][CH:9]=2)[CH:4]=[C:3](OS(C2C=CC(C)=CC=2)(=O)=O)[CH:2]=1.[CH2:22]([OH:28])[CH2:23][CH2:24][CH2:25][C:26]#[CH:27]. (4) The reactants are: OC1CC2N([C:10]([C:12]3[CH:24]=[CH:23][C:15]4[N:16]([CH2:19][CH2:20][C:21]#[N:22])[CH:17]=[N:18][C:14]=4[CH:13]=3)=[O:11])C(CC2)C1.[N-:25]=[N+:26]=[N-:27].[Na+].[Cl-].[NH4+]. Given the product [NH:22]1[C:21]([CH2:20][CH2:19][N:16]2[C:15]3[CH:23]=[CH:24][C:12]([CH:10]=[O:11])=[CH:13][C:14]=3[N:18]=[CH:17]2)=[N:27][N:26]=[N:25]1, predict the reactants needed to synthesize it. (5) The reactants are: [OH:1][C:2]1[CH:7]=[CH:6][C:5]([N:8]2[CH2:13][CH2:12][N:11]([C:14]3[CH:19]=[CH:18][C:17]([N:20]4[CH:24]=[N:23][N:22]([CH:25]([CH3:29])[C:26](=[O:28])[CH3:27])[C:21]4=[O:30])=[CH:16][CH:15]=3)[CH2:10][CH2:9]2)=[CH:4][CH:3]=1.C([BH-](C(CC)C)C(CC)C)(CC)C.[K+].O. Given the product [OH:28][CH:26]([CH3:27])[CH:25]([N:22]1[C:21](=[O:30])[N:20]([C:17]2[CH:16]=[CH:15][C:14]([N:11]3[CH2:10][CH2:9][N:8]([C:5]4[CH:4]=[CH:3][C:2]([OH:1])=[CH:7][CH:6]=4)[CH2:13][CH2:12]3)=[CH:19][CH:18]=2)[CH:24]=[N:23]1)[CH3:29], predict the reactants needed to synthesize it. (6) Given the product [C:14]1([C:15]2[C:16]3[C:21](=[CH:20][CH:19]=[CH:18][CH:17]=3)[C:8]([C:5]3[CH:4]=[CH:3][C:2]([N:36]4[C:37]5[CH:38]=[CH:39][C:40]6[CH:48]=[CH:47][CH:46]=[CH:45][C:41]=6[C:42]=5[C:43]5[C:44]6[CH:28]=[CH:29][CH:30]=[CH:31][C:32]=6[CH:33]=[CH:34][C:35]4=5)=[CH:7][CH:6]=3)=[C:27]3[C:22]=2[CH:23]=[CH:24][CH:25]=[CH:26]3)[CH:13]=[CH:12][CH:11]=[CH:10][CH:9]=1, predict the reactants needed to synthesize it. The reactants are: Br[C:2]1[CH:7]=[CH:6][C:5]([C:8]2[C:9]3[C:14]([C:15]([C:22]4[CH:27]=[CH:26][CH:25]=[CH:24][CH:23]=4)=[C:16]4[C:21]=2[CH:20]=[CH:19][CH:18]=[CH:17]4)=[CH:13][CH:12]=[CH:11][CH:10]=3)=[CH:4][CH:3]=1.[CH:28]1[C:44]2[C:43]3[C:42]4[C:41]5[CH:45]=[CH:46][CH:47]=[CH:48][C:40]=5[CH:39]=[CH:38][C:37]=4[NH:36][C:35]=3[CH:34]=[CH:33][C:32]=2[CH:31]=[CH:30][CH:29]=1.CC(C)([O-])C.[Na+].C(P(C(C)(C)C)C(C)(C)C)(C)(C)C. (7) Given the product [Cl:1][C:2]1[CH:3]=[C:4]([C:5]2[O:7][N:56]=[C:54]([C:52]3[S:53][C:49]([CH2:48][OH:47])=[CH:50][C:51]=3[CH2:58][CH3:59])[N:55]=2)[CH:8]=[CH:9][C:10]=1[O:11][C:12]1[CH:17]=[CH:16][CH:15]=[CH:14][CH:13]=1, predict the reactants needed to synthesize it. The reactants are: [Cl:1][C:2]1[CH:3]=[C:4]([CH:8]=[CH:9][C:10]=1[O:11][C:12]1[CH:17]=[CH:16][CH:15]=[CH:14][CH:13]=1)[C:5]([OH:7])=O.ON1C2C=CC=CC=2N=N1.Cl.C(N=C=NCCCN(C)C)C.[Si]([O:47][CH2:48][C:49]1[S:53][C:52]([C:54](=[N:56]O)[NH2:55])=[C:51]([CH2:58][CH3:59])[CH:50]=1)(C(C)(C)C)(C)C.[F-].C([N+](CCCC)(CCCC)CCCC)CCC.O1CCCC1.